Binary Classification. Given a T-cell receptor sequence (or CDR3 region) and an epitope sequence, predict whether binding occurs between them. From a dataset of TCR-epitope binding with 47,182 pairs between 192 epitopes and 23,139 TCRs. The epitope is AYILFTRFFYV. The TCR CDR3 sequence is CASRHDGLAGEGETQYF. Result: 1 (the TCR binds to the epitope).